Predict the reaction yield, written as a fraction of the theoretical maximum amount of product (1.0 means a 100% yield; for example, 0.34 means a 34% yield). From a dataset of Reaction yield outcomes from USPTO patents with 853,638 reactions. (1) The reactants are [CH:1]1[C:13]2[N:12]([C:14]3[CH:19]=[C:18]([CH2:20]O)[C:17]([O:22][CH2:23][CH:24]([CH2:29][CH3:30])[CH2:25][CH2:26][CH2:27][CH3:28])=[CH:16][C:15]=3CO)[C:11]3[C:6](=[CH:7][CH:8]=[CH:9][CH:10]=3)[C:5]=2[CH:4]=[CH:3][CH:2]=1.O=P(Cl)(Cl)[Cl:35].CN(C=O)C.[CH:43]([Cl:46])(Cl)Cl. No catalyst specified. The product is [CH:1]1[C:13]2[N:12]([C:14]3[CH:19]=[C:18]([CH2:20][Cl:35])[C:17]([O:22][CH2:23][CH:24]([CH2:29][CH3:30])[CH2:25][CH2:26][CH2:27][CH3:28])=[CH:16][C:15]=3[CH2:43][Cl:46])[C:11]3[C:6](=[CH:7][CH:8]=[CH:9][CH:10]=3)[C:5]=2[CH:4]=[CH:3][CH:2]=1. The yield is 0.530. (2) The product is [F:1][C:2]1[C:3]([F:14])=[C:4]([F:13])[C:5]([C:6]([OH:8])=[O:7])=[CH:9][C:10]=1[C:11]([OH:16])=[O:12]. The catalyst is CC(C)=O.O. The reactants are [F:1][C:2]1[C:10]([CH2:11][OH:12])=[CH:9][C:5]([C:6]([OH:8])=[O:7])=[C:4]([F:13])[C:3]=1[F:14].[Mn]([O-])(=O)(=O)=[O:16].[K+].OS([O-])=O.[Na+].OS(O)(=O)=O. The yield is 0.507. (3) The reactants are [Si:1]([O:8][CH2:9][CH2:10][C@H:11]([OH:16])[C:12]([O:14][CH3:15])=[O:13])([C:4]([CH3:7])([CH3:6])[CH3:5])([CH3:3])[CH3:2].C(N(CC)CC)C.[CH3:24][S:25](Cl)(=[O:27])=[O:26]. The catalyst is C(Cl)Cl. The product is [CH3:15][O:14][C:12](=[O:13])[C@@H:11]([O:16][S:25]([CH3:24])(=[O:27])=[O:26])[CH2:10][CH2:9][O:8][Si:1]([C:4]([CH3:5])([CH3:7])[CH3:6])([CH3:3])[CH3:2]. The yield is 0.890.